This data is from Full USPTO retrosynthesis dataset with 1.9M reactions from patents (1976-2016). The task is: Predict the reactants needed to synthesize the given product. (1) Given the product [N+:1]([C:4]1[CH:5]=[C:6]([CH:15]=[CH:16][CH:17]=1)[O:7][C:8]1[CH:13]=[CH:12][N:11]2[N:32]=[C:21]([NH2:18])[N:14]=[C:10]2[CH:9]=1)([O-:3])=[O:2], predict the reactants needed to synthesize it. The reactants are: [N+:1]([C:4]1[CH:5]=[C:6]([CH:15]=[CH:16][CH:17]=1)[O:7][C:8]1[CH:13]=[CH:12][N:11]=[C:10]([NH2:14])[CH:9]=1)([O-:3])=[O:2].[N:18]([C:21](OCC)=O)=C=S.[Cl-].O[NH3+].C([N:32](CC)C(C)C)(C)C. (2) Given the product [C:1]([O:5][C:6]([N:8]1[CH2:12][C@H:11]([CH2:13][NH:22][C:23]2[CH:30]=[CH:29][CH:28]=[C:25]([C:26]#[N:27])[CH:24]=2)[C@@H:10]([CH2:15][C:16]2[CH:21]=[CH:20][CH:19]=[CH:18][CH:17]=2)[CH2:9]1)=[O:7])([CH3:4])([CH3:3])[CH3:2], predict the reactants needed to synthesize it. The reactants are: [C:1]([O:5][C:6]([N:8]1[CH2:12][C@H:11]([CH:13]=O)[C@@H:10]([CH2:15][C:16]2[CH:21]=[CH:20][CH:19]=[CH:18][CH:17]=2)[CH2:9]1)=[O:7])([CH3:4])([CH3:3])[CH3:2].[NH2:22][C:23]1[CH:24]=[C:25]([CH:28]=[CH:29][CH:30]=1)[C:26]#[N:27].C(O[BH-](OC(=O)C)OC(=O)C)(=O)C.[Na+].CC(O)=O. (3) Given the product [CH3:1][N:2]1[CH2:7][CH2:6][CH:5]([N:8]2[C:9]3[C:10](=[CH:11][CH:12]=[CH:13][CH:14]=3)[CH2:15][CH2:16][C:17]2=[O:19])[CH2:4][CH2:3]1, predict the reactants needed to synthesize it. The reactants are: [CH3:1][N:2]1[CH2:7][CH2:6][CH:5]([NH:8][C:9]2[CH:14]=[CH:13][CH:12]=[CH:11][C:10]=2[CH2:15][CH2:16][C:17]([O:19]C)=O)[CH2:4][CH2:3]1.[OH-].[Na+].